From a dataset of Forward reaction prediction with 1.9M reactions from USPTO patents (1976-2016). Predict the product of the given reaction. (1) Given the reactants [CH:1]1([C:7]2[CH:8]=[C:9]([CH:13]=[C:14]([O:16][CH3:17])[N:15]=2)[C:10]([OH:12])=O)[CH2:6][CH2:5][CH2:4][CH2:3][CH2:2]1.[CH2:18]([C:20]1[CH:21]=[C:22]([CH:27]=[C:28]([CH3:35])[C:29]=1[NH:30][S:31]([CH3:34])(=[O:33])=[O:32])[C:23]([NH:25]O)=[NH:24])[CH3:19], predict the reaction product. The product is: [CH:1]1([C:7]2[CH:8]=[C:9]([C:10]3[O:12][N:25]=[C:23]([C:22]4[CH:27]=[C:28]([CH3:35])[C:29]([NH:30][S:31]([CH3:34])(=[O:33])=[O:32])=[C:20]([CH2:18][CH3:19])[CH:21]=4)[N:24]=3)[CH:13]=[C:14]([O:16][CH3:17])[N:15]=2)[CH2:2][CH2:3][CH2:4][CH2:5][CH2:6]1. (2) Given the reactants [C:1]1([C@@H:7]2[CH2:9][C@H:8]2[NH2:10])[CH:6]=[CH:5][CH:4]=[CH:3][CH:2]=1.[Cl:11][CH2:12][CH:13]=O.[BH3-]C#N.[Na+], predict the reaction product. The product is: [Cl:11][CH2:12][CH2:13][NH:10][C@@H:8]1[CH2:9][C@H:7]1[C:1]1[CH:6]=[CH:5][CH:4]=[CH:3][CH:2]=1.